From a dataset of CYP2C19 inhibition data for predicting drug metabolism from PubChem BioAssay. Regression/Classification. Given a drug SMILES string, predict its absorption, distribution, metabolism, or excretion properties. Task type varies by dataset: regression for continuous measurements (e.g., permeability, clearance, half-life) or binary classification for categorical outcomes (e.g., BBB penetration, CYP inhibition). Dataset: cyp2c19_veith. (1) The compound is c1cc(NC2CC2)nc(-c2ccoc2)n1. The result is 0 (non-inhibitor). (2) The drug is C/C(CCN1CCCCc2nc(C)c(C)cc21)=N\O[C@@H](C)c1cn([C@@H]2COC[C@@H]2O)nn1. The result is 0 (non-inhibitor). (3) The compound is CCOC(=O)c1ccccc1OCc1cc(/C=N/n2cnnc2)ccc1OC. The result is 1 (inhibitor). (4) The molecule is CN(C)CC(CN(C)C)c1ccccn1. The result is 0 (non-inhibitor).